Predict the reaction yield, written as a fraction of the theoretical maximum amount of product (1.0 means a 100% yield; for example, 0.34 means a 34% yield). From a dataset of Reaction yield outcomes from USPTO patents with 853,638 reactions. (1) The catalyst is C(O)C. The yield is 0.710. The product is [C:22]([OH:27])(=[O:26])[C:23]([OH:25])=[O:24].[CH3:1][C:2]1[CH2:7][CH2:6][CH2:5][C:4]([CH3:8])([CH3:9])[C:3]=1/[CH:10]=[CH:11]/[C:12]1[CH:13]=[C:14]([CH2:18][CH2:19][CH2:20][NH2:21])[CH:15]=[CH:16][CH:17]=1. The reactants are [CH3:1][C:2]1[CH2:7][CH2:6][CH2:5][C:4]([CH3:9])([CH3:8])[C:3]=1/[CH:10]=[CH:11]/[C:12]1[CH:13]=[C:14]([CH2:18][CH2:19][CH2:20][NH2:21])[CH:15]=[CH:16][CH:17]=1.[C:22]([OH:27])(=[O:26])[C:23]([OH:25])=[O:24]. (2) The reactants are [F:1][C:2]1[CH:30]=[CH:29][C:5]([C:6]([NH:8][C:9]2[C:10]([CH3:28])=[C:11]([CH3:27])[C:12]3[O:16][C:15]([CH3:18])([CH3:17])[CH:14]([C:19]4[CH:24]=[CH:23][CH:22]=[CH:21][CH:20]=4)[C:13]=3[C:25]=2[CH3:26])=O)=[CH:4][CH:3]=1. The catalyst is CO. The product is [F:1][C:2]1[CH:3]=[CH:4][C:5]([CH2:6][NH:8][C:9]2[C:10]([CH3:28])=[C:11]([CH3:27])[C:12]3[O:16][C:15]([CH3:18])([CH3:17])[CH:14]([C:19]4[CH:24]=[CH:23][CH:22]=[CH:21][CH:20]=4)[C:13]=3[C:25]=2[CH3:26])=[CH:29][CH:30]=1. The yield is 0.600. (3) The reactants are [C:1]([N:5]1[C:9]2=[N:10][C:11]([NH:14][C:15](=[O:23])[C:16]3[CH:21]=[CH:20][C:19]([CH3:22])=[CH:18][CH:17]=3)=[CH:12][CH:13]=[C:8]2[C:7]([C:24](O)=[O:25])=[CH:6]1)([CH3:4])([CH3:3])[CH3:2].[CH:27]([NH2:30])([CH3:29])[CH3:28].F[P-](F)(F)(F)(F)F.C[N+](C)=C(N(C)C)ON1C2N=CC=CC=2N=N1.C(N(CC)CC)C. The catalyst is CN(C=O)C. The product is [CH:27]([NH:30][C:24]([C:7]1[C:8]2[C:9](=[N:10][C:11]([NH:14][C:15](=[O:23])[C:16]3[CH:21]=[CH:20][C:19]([CH3:22])=[CH:18][CH:17]=3)=[CH:12][CH:13]=2)[N:5]([C:1]([CH3:2])([CH3:4])[CH3:3])[CH:6]=1)=[O:25])([CH3:29])[CH3:28]. The yield is 0.110. (4) The reactants are Br[C:2]1[CH:3]=[CH:4][C:5]([F:11])=[C:6]([CH:10]=1)[C:7]([OH:9])=[O:8].[F:12][C:13]1[CH:14]=[C:15](B(O)O)[CH:16]=[CH:17][CH:18]=1.C([O-])([O-])=O.[Na+].[Na+]. The catalyst is O.CCO.CN(C=O)C.C1C=CC([P]([Pd]([P](C2C=CC=CC=2)(C2C=CC=CC=2)C2C=CC=CC=2)([P](C2C=CC=CC=2)(C2C=CC=CC=2)C2C=CC=CC=2)[P](C2C=CC=CC=2)(C2C=CC=CC=2)C2C=CC=CC=2)(C2C=CC=CC=2)C2C=CC=CC=2)=CC=1. The product is [F:11][C:5]1[CH:4]=[CH:3][C:2]([C:17]2[CH:16]=[CH:15][CH:14]=[C:13]([F:12])[CH:18]=2)=[CH:10][C:6]=1[C:7]([OH:9])=[O:8]. The yield is 0.970. (5) The reactants are [CH3:1][C:2]1[NH:6][C:5]2[C:7]([C:17]([O:19][CH3:20])=[O:18])=[CH:8][C:9]([N:11]3[CH2:16][CH2:15][O:14][CH2:13][CH2:12]3)=[CH:10][C:4]=2[N:3]=1.Cl[CH2:22][C:23]1[CH:28]=[CH:27][C:26]([CH3:29])=[C:25]([CH3:30])[CH:24]=1.C(=O)([O-])[O-].[K+].[K+].O. The catalyst is CN(C)C=O. The product is [CH3:30][C:25]1[CH:24]=[C:23]([CH2:22][N:3]2[C:4]3[CH:10]=[C:9]([N:11]4[CH2:12][CH2:13][O:14][CH2:15][CH2:16]4)[CH:8]=[C:7]([C:17]([O:19][CH3:20])=[O:18])[C:5]=3[N:6]=[C:2]2[CH3:1])[CH:28]=[CH:27][C:26]=1[CH3:29]. The yield is 0.760. (6) The reactants are [CH2:1]([O:8][C@@H:9]1[C@@H:14]([O:15][CH2:16][C:17]2[CH:22]=[CH:21][CH:20]=[CH:19][CH:18]=2)[C@H:13]([CH3:23])[O:12][C@@H:11]([O:24][C@@H:25]2[C@H:34]([O:35][CH2:36][C:37]3[CH:42]=[CH:41][CH:40]=[CH:39][CH:38]=3)[C@@H:33]([O:43][CH2:44][C:45]3[CH:50]=[CH:49][CH:48]=[CH:47][CH:46]=3)[C@H:32]([CH3:51])[O:31][C@H:26]2[O:27][CH2:28][CH:29]=[CH2:30])[C@@H:10]1[OH:52])[C:2]1[CH:7]=[CH:6][CH:5]=[CH:4][CH:3]=1.[Cl:53][CH2:54][C:55](O[C:55](=[O:56])[CH2:54][Cl:53])=[O:56].CO. The catalyst is N1C=CC=CC=1. The product is [CH2:1]([O:8][C@@H:9]1[C@@H:14]([O:15][CH2:16][C:17]2[CH:18]=[CH:19][CH:20]=[CH:21][CH:22]=2)[C@H:13]([CH3:23])[O:12][C@@H:11]([O:24][C@@H:25]2[C@H:34]([O:35][CH2:36][C:37]3[CH:38]=[CH:39][CH:40]=[CH:41][CH:42]=3)[C@@H:33]([O:43][CH2:44][C:45]3[CH:46]=[CH:47][CH:48]=[CH:49][CH:50]=3)[C@H:32]([CH3:51])[O:31][C@H:26]2[O:27][CH2:28][CH:29]=[CH2:30])[C@@H:10]1[O:52][C:55](=[O:56])[CH2:54][Cl:53])[C:2]1[CH:3]=[CH:4][CH:5]=[CH:6][CH:7]=1. The yield is 0.570. (7) The reactants are [Br:1][C:2]1[C:10]2[C:5](=[CH:6][CH:7]=[C:8]([C:11]#[N:12])[CH:9]=2)[N:4]([CH:13]2[CH2:18][CH2:17][CH2:16][CH2:15][O:14]2)[N:3]=1.[OH:19]O.[OH-].[Na+].Cl. The catalyst is C(O)C. The product is [Br:1][C:2]1[C:10]2[C:5](=[CH:6][CH:7]=[C:8]([C:11]([NH2:12])=[O:19])[CH:9]=2)[N:4]([CH:13]2[CH2:18][CH2:17][CH2:16][CH2:15][O:14]2)[N:3]=1. The yield is 0.950. (8) The reactants are C1(P(C2C=CC=CC=2)C2C=CC=CC=2)C=CC=CC=1.N(C(OC(C)C)=O)=NC(OC(C)C)=O.[Br:34][C:35]1[CH:44]=[CH:43][C:38]([C:39]([O:41][CH3:42])=[O:40])=[CH:37][C:36]=1[OH:45].[F:46][C:47]([F:52])([F:51])[CH2:48][CH2:49]O. The catalyst is O1CCCC1. The product is [Br:34][C:35]1[CH:44]=[CH:43][C:38]([C:39]([O:41][CH3:42])=[O:40])=[CH:37][C:36]=1[O:45][CH2:49][CH2:48][C:47]([F:52])([F:51])[F:46]. The yield is 0.740. (9) The reactants are C1(O[C:8](=[O:42])[O:9][CH2:10][N:11]2[C:20]3[C:15](=[CH:16][CH:17]=[C:18]([O:21][CH2:22][CH2:23][CH2:24][CH2:25][N:26]4[CH2:31][CH2:30][N:29]([C:32]5[C:40]6[CH:39]=[CH:38][S:37][C:36]=6[CH:35]=[CH:34][CH:33]=5)[CH2:28][CH2:27]4)[CH:19]=3)[CH2:14][CH2:13][C:12]2=[O:41])C=CC=CC=1.[NH:43]1[CH2:48][CH2:47][CH2:46][CH2:45][CH2:44]1.N12CCCN=C1CCCCC2.O. The catalyst is C1COCC1. The product is [S:37]1[CH:38]=[CH:39][C:40]2[C:32]([N:29]3[CH2:28][CH2:27][N:26]([CH2:25][CH2:24][CH2:23][CH2:22][O:21][C:18]4[CH:19]=[C:20]5[C:15]([CH2:14][CH2:13][C:12](=[O:41])[N:11]5[CH2:10][O:9][C:8]([N:43]5[CH2:48][CH2:47][CH2:46][CH2:45][CH2:44]5)=[O:42])=[CH:16][CH:17]=4)[CH2:31][CH2:30]3)=[CH:33][CH:34]=[CH:35][C:36]1=2. The yield is 0.740. (10) The reactants are [N+:1]([C:4]1[CH:12]=[C:11]2[C:7]([CH:8]=[C:9]([C:13]#[N:14])[NH:10]2)=[CH:6][CH:5]=1)([O-])=O. The catalyst is [Ni].CCO. The product is [NH2:1][C:4]1[CH:12]=[C:11]2[C:7]([CH:8]=[C:9]([C:13]#[N:14])[NH:10]2)=[CH:6][CH:5]=1. The yield is 0.490.